From a dataset of Full USPTO retrosynthesis dataset with 1.9M reactions from patents (1976-2016). Predict the reactants needed to synthesize the given product. (1) Given the product [C:1]([N:4]1[C:12]2[C:7](=[CH:8][C:9]([C:13](=[O:15])[CH3:14])=[CH:10][CH:11]=2)[C:6](=[C:20]([C:19]2[CH:23]=[CH:24][CH:25]=[CH:26][C:18]=2[Cl:17])[OH:21])[C:5]1=[O:16])(=[O:3])[CH3:2], predict the reactants needed to synthesize it. The reactants are: [C:1]([N:4]1[C:12]2[C:7](=[CH:8][C:9]([C:13](=[O:15])[CH3:14])=[CH:10][CH:11]=2)[CH2:6][C:5]1=[O:16])(=[O:3])[CH3:2].[Cl:17][C:18]1[CH:26]=[CH:25][CH:24]=[CH:23][C:19]=1[C:20](O)=[O:21]. (2) Given the product [F:10][C:11]1[CH:16]=[CH:15][CH:14]=[CH:13][C:12]=1[C:17]1[C:25]2[C:20](=[CH:21][N:22]=[C:23]([C:5]3[CH:6]=[N:1][CH:2]=[N:3][CH:4]=3)[CH:24]=2)[NH:19][N:18]=1, predict the reactants needed to synthesize it. The reactants are: [N:1]1[CH:6]=[C:5](B(O)O)[CH:4]=[N:3][CH:2]=1.[F:10][C:11]1[CH:16]=[CH:15][CH:14]=[CH:13][C:12]=1[C:17]1[C:25]2[C:20](=[CH:21][N:22]=[C:23](C)[CH:24]=2)[N:19](C2CCCCO2)[N:18]=1. (3) The reactants are: [C:1]([O:5][C:6](=[O:16])[NH:7][C:8]1[N:13]=[C:12]([CH2:14]O)[CH:11]=[CH:10][N:9]=1)([CH3:4])([CH3:3])[CH3:2].CCN(S(F)(F)[F:23])CC. Given the product [C:1]([O:5][C:6](=[O:16])[NH:7][C:8]1[N:13]=[C:12]([CH2:14][F:23])[CH:11]=[CH:10][N:9]=1)([CH3:4])([CH3:3])[CH3:2], predict the reactants needed to synthesize it. (4) Given the product [F:25][C:19]1[CH:20]=[C:21]([NH:24][C:43]([C:40]2[C:41](=[O:42])[N:36]([C:33]3[CH:34]=[CH:35][C:30]([F:29])=[CH:31][CH:32]=3)[N:37]=[CH:38][CH:39]=2)=[O:44])[CH:22]=[CH:23][C:18]=1[O:17][C:16]1[CH:15]=[CH:14][N:13]=[C:12]2[N:8]([CH2:7][C:6]3[CH:5]=[CH:4][C:3]([O:2][CH3:1])=[CH:28][CH:27]=3)[N:9]=[C:10]([I:26])[C:11]=12, predict the reactants needed to synthesize it. The reactants are: [CH3:1][O:2][C:3]1[CH:28]=[CH:27][C:6]([CH2:7][N:8]2[C:12]3=[N:13][CH:14]=[CH:15][C:16]([O:17][C:18]4[CH:23]=[CH:22][C:21]([NH2:24])=[CH:20][C:19]=4[F:25])=[C:11]3[C:10]([I:26])=[N:9]2)=[CH:5][CH:4]=1.[F:29][C:30]1[CH:35]=[CH:34][C:33]([N:36]2[C:41](=[O:42])[C:40]([C:43](O)=[O:44])=[CH:39][CH:38]=[N:37]2)=[CH:32][CH:31]=1.C1C=CC2N(O)N=NC=2C=1.O.CCN=C=NCCCN(C)C. (5) Given the product [CH3:1][C:2]1[CH:7]=[C:6]([O:8][CH:9]2[CH2:14][CH2:13][O:12][CH2:11][CH2:10]2)[CH:5]=[CH:4][C:3]=1[C:15]1[C:19]2[CH:20]=[C:21]([CH2:24][O:25][C:26]3[N:31]=[CH:30][C:29]([C@H:32]([C:37]#[C:38][CH3:39])[CH2:33][C:34]([OH:36])=[O:35])=[CH:28][CH:27]=3)[CH:22]=[CH:23][C:18]=2[S:17][CH:16]=1.[CH3:1][C:2]1[CH:7]=[C:6]([O:8][CH:9]2[CH2:14][CH2:13][O:12][CH2:11][CH2:10]2)[CH:5]=[CH:4][C:3]=1[C:15]1[C:19]2[CH:20]=[C:21]([CH2:24][O:25][C:26]3[N:31]=[CH:30][C:29]([C@@H:32]([C:37]#[C:38][CH3:39])[CH2:33][C:34]([OH:36])=[O:35])=[CH:28][CH:27]=3)[CH:22]=[CH:23][C:18]=2[S:17][CH:16]=1, predict the reactants needed to synthesize it. The reactants are: [CH3:1][C:2]1[CH:7]=[C:6]([O:8][CH:9]2[CH2:14][CH2:13][O:12][CH2:11][CH2:10]2)[CH:5]=[CH:4][C:3]=1[C:15]1[C:19]2[CH:20]=[C:21]([CH2:24][O:25][C:26]3[N:31]=[CH:30][C:29]([CH:32]([C:37]#[C:38][CH3:39])[CH2:33][C:34]([OH:36])=[O:35])=[CH:28][CH:27]=3)[CH:22]=[CH:23][C:18]=2[S:17][CH:16]=1.CCCCCC. (6) Given the product [O:21]=[S:2]1(=[O:1])[CH2:7][CH2:6][CH2:5][CH2:4][N:3]1[C:8]1[CH:16]=[C:15]([C:17]([O:19][CH3:20])=[O:18])[CH:14]=[C:13]2[C:9]=1[CH:10]=[CH:11][N:12]2[CH2:24][CH3:25], predict the reactants needed to synthesize it. The reactants are: [O:1]=[S:2]1(=[O:21])[CH2:7][CH2:6][CH2:5][CH2:4][N:3]1[C:8]1[CH:16]=[C:15]([C:17]([O:19][CH3:20])=[O:18])[CH:14]=[C:13]2[C:9]=1[CH:10]=[CH:11][NH:12]2.[H-].[Na+].[CH2:24](I)[CH3:25]. (7) Given the product [NH2:20][S:21]([C:24]1[CH:25]=[C:26]([NH:27][C:2]2[N:7]=[C:6]([NH:8][C:9]3[CH:14]=[CH:13][C:12]([O:15][CH2:16][C:17]#[CH:18])=[CH:11][CH:10]=3)[C:5]([F:19])=[CH:4][N:3]=2)[CH:28]=[CH:29][C:30]=1[CH3:31])(=[O:22])=[O:23], predict the reactants needed to synthesize it. The reactants are: Cl[C:2]1[N:7]=[C:6]([NH:8][C:9]2[CH:14]=[CH:13][C:12]([O:15][CH2:16][C:17]#[CH:18])=[CH:11][CH:10]=2)[C:5]([F:19])=[CH:4][N:3]=1.[NH2:20][S:21]([C:24]1[CH:25]=[C:26]([CH:28]=[CH:29][C:30]=1[CH3:31])[NH2:27])(=[O:23])=[O:22].CC1C=CC([N+]([O-])=O)=CC=1S(N)(=O)=O.FC(F)(F)C(O)=O.